Task: Regression. Given a peptide amino acid sequence and an MHC pseudo amino acid sequence, predict their binding affinity value. This is MHC class II binding data.. Dataset: Peptide-MHC class II binding affinity with 134,281 pairs from IEDB (1) The peptide sequence is QLSALWARFPLPVIP. The MHC is DRB1_0901 with pseudo-sequence DRB1_0901. The binding affinity (normalized) is 0.405. (2) The binding affinity (normalized) is 0.411. The peptide sequence is IGPRHPIRALVGDEV. The MHC is DRB1_0701 with pseudo-sequence DRB1_0701.